Dataset: Forward reaction prediction with 1.9M reactions from USPTO patents (1976-2016). Task: Predict the product of the given reaction. Given the reactants [O:1]1[CH2:5][CH2:4][O:3][CH:2]1[C:6]1[C:15](Br)=[CH:14][C:13]2[C:12]([CH3:18])([CH3:17])[CH2:11][CH2:10][C:9]([CH3:20])([CH3:19])[C:8]=2[CH:7]=1.[Cl-].[F:22][C:23]1[CH:30]=[C:29]([F:31])[CH:28]=[CH:27][C:24]=1[CH2:25][Zn+], predict the reaction product. The product is: [O:1]1[CH2:5][CH2:4][O:3][CH:2]1[C:6]1[C:15]([CH2:25][C:24]2[CH:27]=[CH:28][C:29]([F:31])=[CH:30][C:23]=2[F:22])=[CH:14][C:13]2[C:12]([CH3:18])([CH3:17])[CH2:11][CH2:10][C:9]([CH3:20])([CH3:19])[C:8]=2[CH:7]=1.